From a dataset of Full USPTO retrosynthesis dataset with 1.9M reactions from patents (1976-2016). Predict the reactants needed to synthesize the given product. (1) Given the product [CH2:53]([CH:51]1[C:48]2[C:11]([N:36]3[CH2:37][CH2:38][CH:33]([C:13]4[N:14]([CH2:16][C@@H:17]5[CH2:22][CH2:21][CH2:20][CH2:19][N:18]5[C:23]([O:25][CH2:26][C:27]5[CH:32]=[CH:31][CH:30]=[CH:29][CH:28]=5)=[O:24])[CH:15]=[C:11]([C:8]5[CH:9]=[CH:10][C:5]([F:4])=[C:6]([C:39]([F:42])([F:40])[F:41])[CH:7]=5)[N:12]=4)[CH2:34][CH2:35]3)=[N:12][CH:13]=[N:14][C:46]=2[NH:45][C:49]1=[O:56])[CH3:54], predict the reactants needed to synthesize it. The reactants are: Cl.Cl.Cl.[F:4][C:5]1[CH:10]=[CH:9][C:8]([C:11]2[N:12]=[C:13]([CH:33]3[CH2:38][CH2:37][NH:36][CH2:35][CH2:34]3)[N:14]([CH2:16][C@@H:17]3[CH2:22][CH2:21][CH2:20][CH2:19][N:18]3[C:23]([O:25][CH2:26][C:27]3[CH:32]=[CH:31][CH:30]=[CH:29][CH:28]=3)=[O:24])[CH:15]=2)=[CH:7][C:6]=1[C:39]([F:42])([F:41])[F:40].CC[N:45]([CH:49]([CH3:51])C)[CH:46]([CH3:48])C.C[CH:53](O)[CH3:54].[OH2:56]. (2) Given the product [Cl:1][C:2]1[N:7]=[C:6]([NH:23][C:20]2[CH:19]=[C:18]([CH:15]3[CH2:17][CH2:16]3)[NH:22][N:21]=2)[C:5]([C:9]#[C:10][Si:11]([CH3:14])([CH3:13])[CH3:12])=[CH:4][N:3]=1, predict the reactants needed to synthesize it. The reactants are: [Cl:1][C:2]1[N:7]=[C:6](Cl)[C:5]([C:9]#[C:10][Si:11]([CH3:14])([CH3:13])[CH3:12])=[CH:4][N:3]=1.[CH:15]1([C:18]2[NH:22][N:21]=[C:20]([NH2:23])[CH:19]=2)[CH2:17][CH2:16]1. (3) Given the product [Li+:1].[CH3:7][CH:6]([N-:9][CH:10]([CH3:12])[CH3:11])[CH3:8].[CH2:13]([O:15][C:16](=[O:20])[CH:17]([O:18][CH3:19])[CH2:22][C:23]1[C:32]2[C:27](=[CH:28][CH:29]=[CH:30][CH:31]=2)[C:26]([O:33][CH2:34][CH2:35][C:36]2[N:37]=[C:38]([C:42]3[CH:47]=[CH:46][CH:45]=[CH:44][CH:43]=3)[O:39][C:40]=2[CH3:41])=[CH:25][CH:24]=1)[CH3:14], predict the reactants needed to synthesize it. The reactants are: [Li:1]CCCC.[CH:6]([NH:9][CH:10]([CH3:12])[CH3:11])([CH3:8])[CH3:7].[CH2:13]([O:15][C:16](=[O:20])[CH2:17][O:18][CH3:19])[CH3:14].Br[CH2:22][C:23]1[C:32]2[C:27](=[CH:28][CH:29]=[CH:30][CH:31]=2)[C:26]([O:33][CH2:34][CH2:35][C:36]2[N:37]=[C:38]([C:42]3[CH:47]=[CH:46][CH:45]=[CH:44][CH:43]=3)[O:39][C:40]=2[CH3:41])=[CH:25][CH:24]=1.C(=O)=O. (4) Given the product [C:12]([O:11][C:9]([N:16]1[CH2:21][CH2:20][N:19]([CH2:4][CH2:3][CH2:2][CH2:1][S:6]([OH:5])(=[O:8])=[O:7])[CH2:18][CH2:17]1)=[O:10])([CH3:15])([CH3:13])[CH3:14], predict the reactants needed to synthesize it. The reactants are: [CH2:1]1[S:6](=[O:8])(=[O:7])[O:5][CH2:4][CH2:3][CH2:2]1.[C:9]([N:16]1[CH2:21][CH2:20][NH:19][CH2:18][CH2:17]1)([O:11][C:12]([CH3:15])([CH3:14])[CH3:13])=[O:10]. (5) The reactants are: [CH3:1][N:2]1[CH2:7][CH2:6][N:5]([CH2:8][CH2:9][CH2:10][O:11][C:12]2[CH:13]=[C:14]([NH2:19])[C:15]([NH2:18])=[CH:16][CH:17]=2)[CH2:4][CH2:3]1.[OH2:20].[N:21]#[C:22]Br. Given the product [C:12]([OH:20])(=[O:11])[CH3:13].[C:10]([OH:11])(=[O:20])[CH3:9].[CH3:1][N:2]1[CH2:7][CH2:6][N:5]([CH2:8][CH2:9][CH2:10][O:11][C:12]2[CH:17]=[CH:16][C:15]3[NH:18][C:22]([NH2:21])=[N:19][C:14]=3[CH:13]=2)[CH2:4][CH2:3]1, predict the reactants needed to synthesize it.